Dataset: Forward reaction prediction with 1.9M reactions from USPTO patents (1976-2016). Task: Predict the product of the given reaction. (1) Given the reactants Cl[C:2]1[N:10]=[C:9]2[C:5]([N:6]=[CH:7][N:8]2[CH3:11])=[C:4]([NH:12][CH:13]2[CH2:18][CH2:17][CH2:16][CH2:15][CH2:14]2)[N:3]=1.[NH:19]1[CH:23]=[CH:22][CH:21]=[N:20]1, predict the reaction product. The product is: [CH:13]1([NH:12][C:4]2[N:3]=[C:2]([N:19]3[CH:23]=[CH:22][CH:21]=[N:20]3)[N:10]=[C:9]3[C:5]=2[N:6]=[CH:7][N:8]3[CH3:11])[CH2:18][CH2:17][CH2:16][CH2:15][CH2:14]1. (2) Given the reactants [H-].[Na+].COC1C=C(C=C(OC)C=1)O[C@@H]([C@@:13]1([C:26]2[CH:31]=[CH:30][CH:29]=[CH:28][CH:27]=2)[NH:19][CH2:18][C:17](=[O:20])[N:16]([CH3:21])[C:15]2[CH:22]=[CH:23][CH:24]=[CH:25][C:14]1=2)C(O)=O.BrC[C:39]([O:41][CH2:42][CH3:43])=[O:40], predict the reaction product. The product is: [CH2:42]([O:41][C:39](=[O:40])[CH2:21][N:16]1[C:15]2[CH:22]=[CH:23][CH:24]=[CH:25][C:14]=2[C:13]([C:26]2[CH:31]=[CH:30][CH:29]=[CH:28][CH:27]=2)=[N:19][CH2:18][C:17]1=[O:20])[CH3:43].